From a dataset of Reaction yield outcomes from USPTO patents with 853,638 reactions. Predict the reaction yield, written as a fraction of the theoretical maximum amount of product (1.0 means a 100% yield; for example, 0.34 means a 34% yield). (1) The reactants are [CH2:1]([O:3][C:4]([C:6]1([C:9]2[CH:14]=[CH:13][C:12]([C:15]3[CH:20]=[CH:19][C:18]([C:21]4[S:22][C:23]([Cl:29])=[CH:24][C:25]=4C(=O)N)=[CH:17][CH:16]=3)=[CH:11][CH:10]=2)[CH2:8][CH2:7]1)=[O:5])[CH3:2].[N:30]1[CH:35]=CC=CC=1.FC(F)(F)C(OI(C1C=CC=CC=1)OC(=O)C(F)(F)F)=[O:39].[F:57][C:58]1[CH:59]=[C:60]([C@H:65]([OH:67])[CH3:66])[CH:61]=[CH:62][C:63]=1[F:64]. The catalyst is C1(C)C=CC=CC=1.C(OCC)(=O)C. The product is [CH2:1]([O:3][C:4]([C:6]1([C:9]2[CH:10]=[CH:11][C:12]([C:15]3[CH:16]=[CH:17][C:18]([C:21]4[S:22][C:23]([Cl:29])=[CH:24][C:25]=4[NH:30][C:35]([O:67][C@@H:65]([C:60]4[CH:61]=[CH:62][C:63]([F:64])=[C:58]([F:57])[CH:59]=4)[CH3:66])=[O:39])=[CH:19][CH:20]=3)=[CH:13][CH:14]=2)[CH2:8][CH2:7]1)=[O:5])[CH3:2]. The yield is 0.770. (2) The reactants are [CH3:1][O:2][C:3]1[CH:4]=[C:5]2[C:10](=[CH:11][C:12]=1[O:13][CH3:14])[N:9]=[CH:8][N:7]=[C:6]2[O:15][C:16]1[C:22]([CH3:23])=[CH:21][C:19]([NH2:20])=[C:18]([CH3:24])[CH:17]=1.Cl[C:26](Cl)([O:28][C:29](=[O:35])OC(Cl)(Cl)Cl)Cl.[CH:37]1(O)[CH2:41]C[CH2:39][CH2:38]1.C(=O)(O)[O-].[Na+]. The catalyst is C(Cl)Cl.C(N(CC)CC)C.C1(C)C=CC=CC=1. The product is [CH3:1][O:2][C:3]1[CH:4]=[C:5]2[C:10](=[CH:11][C:12]=1[O:13][CH3:14])[N:9]=[CH:8][N:7]=[C:6]2[O:15][C:16]1[C:22]([CH3:23])=[CH:21][C:19]([NH:20][C:29](=[O:35])[O:28][CH:26]2[CH2:39][CH2:38][CH2:37][CH2:41]2)=[C:18]([CH3:24])[CH:17]=1. The yield is 0.610. (3) The reactants are [CH3:1][O:2][C:3]1[C:7]2[C:8](=[O:25])[N:9]([CH2:16][C:17](=[O:24])[C:18]3[CH:23]=[CH:22][CH:21]=[CH:20][CH:19]=3)[C:10]3[CH:11]=[CH:12][CH:13]=[CH:14][C:15]=3[C:6]=2[N:5]([CH3:26])[C:4]=1[C:27]([NH:29][CH:30]1[CH2:34][CH2:33][NH:32][CH2:31]1)=[O:28].C(N(CC)CC)C.C1COCC1.C([O:50][CH2:51][C:52](Cl)=[O:53])(=O)C. The catalyst is C(OCC)(=O)C. The product is [OH:53][CH2:52][C:51]([N:32]1[CH2:33][CH2:34][CH:30]([NH:29][C:27]([C:4]2[N:5]([CH3:26])[C:6]3[C:15]4[CH:14]=[CH:13][CH:12]=[CH:11][C:10]=4[N:9]([CH2:16][C:17](=[O:24])[C:18]4[CH:23]=[CH:22][CH:21]=[CH:20][CH:19]=4)[C:8](=[O:25])[C:7]=3[C:3]=2[O:2][CH3:1])=[O:28])[CH2:31]1)=[O:50]. The yield is 0.720. (4) The reactants are [CH2:1]([O:8][C:9]1[CH:14]=[CH:13][C:12]([CH2:15][C@H:16]([N:20]([CH3:37])[NH:21][C:22](=[O:36])[CH2:23][CH2:24][NH:25][C:26]([NH:28][CH2:29][C:30]2[CH:35]=[CH:34][CH:33]=[CH:32][CH:31]=2)=[O:27])[C:17]([OH:19])=O)=[CH:11][CH:10]=1)[C:2]1[CH:7]=[CH:6][CH:5]=[CH:4][CH:3]=1.[CH2:38]([O:40][CH:41]([O:55][CH2:56][CH3:57])[CH2:42][NH:43][CH2:44][C:45]1[C:54]2[C:49](=[CH:50][CH:51]=[CH:52][CH:53]=2)[CH:48]=[CH:47][CH:46]=1)[CH3:39].C[N+]1(C2N=C(OC)N=C(OC)N=2)CCOCC1.[Cl-]. The catalyst is ClCCl.C(Cl)(Cl)Cl. The product is [CH2:1]([O:8][C:9]1[CH:10]=[CH:11][C:12]([CH2:15][C@H:16]([N:20]([CH3:37])[NH:21][C:22](=[O:36])[CH2:23][CH2:24][NH:25][C:26]([NH:28][CH2:29][C:30]2[CH:31]=[CH:32][CH:33]=[CH:34][CH:35]=2)=[O:27])[C:17]([N:43]([CH2:42][CH:41]([O:40][CH2:38][CH3:39])[O:55][CH2:56][CH3:57])[CH2:44][C:45]2[C:54]3[C:49](=[CH:50][CH:51]=[CH:52][CH:53]=3)[CH:48]=[CH:47][CH:46]=2)=[O:19])=[CH:13][CH:14]=1)[C:2]1[CH:7]=[CH:6][CH:5]=[CH:4][CH:3]=1. The yield is 0.358. (5) The reactants are [NH2:1][C:2]1[CH:3]=[C:4]([C:16](=[O:18])[CH3:17])[CH:5]=[CH:6][C:7]=1[O:8][CH2:9][C:10]1[CH:15]=[CH:14][CH:13]=[CH:12][CH:11]=1.[CH:19]([S:22](Cl)(=[O:24])=[O:23])([CH3:21])[CH3:20]. The catalyst is C(Cl)Cl.N1C=CC=CC=1. The product is [C:16]([C:4]1[CH:5]=[CH:6][C:7]([O:8][CH2:9][C:10]2[CH:15]=[CH:14][CH:13]=[CH:12][CH:11]=2)=[C:2]([NH:1][S:22]([CH:19]([CH3:21])[CH3:20])(=[O:24])=[O:23])[CH:3]=1)(=[O:18])[CH3:17]. The yield is 0.300. (6) The reactants are Cl[C:2]1[N:7]=[C:6]([C:8]2[S:12][C:11]([C:13]([CH3:16])([CH3:15])[CH3:14])=[N:10][C:9]=2[C:17]2[CH:18]=[C:19]([NH:23][S:24]([C:27]3[CH:32]=[C:31]([F:33])[CH:30]=[CH:29][C:28]=3[F:34])(=[O:26])=[O:25])[CH:20]=[CH:21][CH:22]=2)[CH:5]=[CH:4][N:3]=1.[NH3:35].C(O)(C)C. No catalyst specified. The product is [NH2:35][C:2]1[N:7]=[C:6]([C:8]2[S:12][C:11]([C:13]([CH3:16])([CH3:15])[CH3:14])=[N:10][C:9]=2[C:17]2[CH:18]=[C:19]([NH:23][S:24]([C:27]3[CH:32]=[C:31]([F:33])[CH:30]=[CH:29][C:28]=3[F:34])(=[O:26])=[O:25])[CH:20]=[CH:21][CH:22]=2)[CH:5]=[CH:4][N:3]=1. The yield is 0.250. (7) The reactants are [CH2:1]([O:3][C:4]([C:6]1[CH:7]=[N:8][N:9]([C:11]2[N:15]([CH2:16][O:17][CH2:18][CH2:19][O:20][CH3:21])[C:14]3[CH:22]=[C:23]([Cl:34])[C:24]([N:26]=[CH:27][C:28]4[CH:33]=[CH:32][CH:31]=[CH:30][CH:29]=4)=[CH:25][C:13]=3[N:12]=2)[CH:10]=1)=[O:5])[CH3:2].[BH4-].[Na+]. The catalyst is C(O)C. The product is [CH2:1]([O:3][C:4]([C:6]1[CH:7]=[N:8][N:9]([C:11]2[N:15]([CH2:16][O:17][CH2:18][CH2:19][O:20][CH3:21])[C:14]3[CH:22]=[C:23]([Cl:34])[C:24]([NH:26][CH2:27][C:28]4[CH:33]=[CH:32][CH:31]=[CH:30][CH:29]=4)=[CH:25][C:13]=3[N:12]=2)[CH:10]=1)=[O:5])[CH3:2]. The yield is 0.810.